Regression/Classification. Given a drug SMILES string, predict its absorption, distribution, metabolism, or excretion properties. Task type varies by dataset: regression for continuous measurements (e.g., permeability, clearance, half-life) or binary classification for categorical outcomes (e.g., BBB penetration, CYP inhibition). Dataset: cyp2c9_veith. From a dataset of CYP2C9 inhibition data for predicting drug metabolism from PubChem BioAssay. (1) The molecule is CN(C)C(=O)c1ccc(-c2cc(-n3ccnc3)ncn2)cc1. The result is 0 (non-inhibitor). (2) The drug is CC(=O)Nc1nc(NC(C)=O)c2[nH]c(CO)nc2n1. The result is 0 (non-inhibitor).